Dataset: Full USPTO retrosynthesis dataset with 1.9M reactions from patents (1976-2016). Task: Predict the reactants needed to synthesize the given product. Given the product [Br:2][C:3]1[CH:8]=[CH:7][C:6]([CH2:9][NH:10][C:14](=[O:15])[C:13]2[C:17]([F:22])=[CH:18][CH:19]=[C:20]([F:21])[C:12]=2[Cl:11])=[CH:5][CH:4]=1, predict the reactants needed to synthesize it. The reactants are: Cl.[Br:2][C:3]1[CH:8]=[CH:7][C:6]([CH2:9][NH2:10])=[CH:5][CH:4]=1.[Cl:11][C:12]1[C:20]([F:21])=[CH:19][CH:18]=[C:17]([F:22])[C:13]=1[C:14](O)=[O:15].C[NH3+].F[P-](F)(F)(F)(F)F.N1(OC(N(C)C)=[N+](C)C)C2N=CC=CC=2N=N1.F[P-](F)(F)(F)(F)F.C(N(CC)C(C)C)(C)C.